This data is from Full USPTO retrosynthesis dataset with 1.9M reactions from patents (1976-2016). The task is: Predict the reactants needed to synthesize the given product. (1) Given the product [NH2:15][C:13](=[O:14])[CH2:12][S:1][C:2]1[CH:7]=[CH:6][C:5]([B:8]([OH:10])[OH:9])=[CH:4][CH:3]=1, predict the reactants needed to synthesize it. The reactants are: [SH:1][C:2]1[CH:7]=[CH:6][C:5]([B:8]([OH:10])[OH:9])=[CH:4][CH:3]=1.Br[CH2:12][C:13]([NH2:15])=[O:14].C([O-])([O-])=O.[K+].[K+]. (2) Given the product [N:45]1[NH:46][N:47]=[N:48][C:49]=1[CH2:50][NH:51][C:12](=[O:13])[C:11]([CH3:10])([CH3:43])[CH2:15][O:16][C:17]1[N:18]=[CH:19][C:20]([C:23]2[CH:32]=[C:31]3[C:26]([C:27]([C:34]([NH:35][C:36]4[CH:37]=[CH:38][CH:39]=[CH:40][CH:41]=4)=[O:42])=[CH:28][C:29]([CH3:33])=[N:30]3)=[CH:25][CH:24]=2)=[CH:21][CH:22]=1, predict the reactants needed to synthesize it. The reactants are: C(N(C(C)C)C(C)C)C.[CH3:10][C:11]([CH3:43])([CH2:15][O:16][C:17]1[CH:22]=[CH:21][C:20]([C:23]2[CH:32]=[C:31]3[C:26]([C:27]([C:34](=[O:42])[NH:35][C:36]4[CH:41]=[CH:40][CH:39]=[CH:38][CH:37]=4)=[CH:28][C:29]([CH3:33])=[N:30]3)=[CH:25][CH:24]=2)=[CH:19][N:18]=1)[C:12](O)=[O:13].Br.[N:45]1[NH:46][N:47]=[N:48][C:49]=1[CH2:50][NH2:51].F[P-](F)(F)(F)(F)F.N1(O[P+](N2CCCC2)(N2CCCC2)N2CCCC2)C2C=CC=CC=2N=N1. (3) Given the product [CH3:16][O:15][C:14]1[C:8]2[N:7]=[N:6][C:5]3=[C:4]([CH3:21])[N:3]=[C:2]([C:27]4[C:23]([CH3:22])=[N:24][O:25][C:26]=4[CH3:31])[N:10]3[C:9]=2[CH:11]=[C:12]([C:17]([F:20])([F:19])[F:18])[CH:13]=1, predict the reactants needed to synthesize it. The reactants are: Br[C:2]1[N:10]2[C:5]([N:6]=[N:7][C:8]3[C:14]([O:15][CH3:16])=[CH:13][C:12]([C:17]([F:20])([F:19])[F:18])=[CH:11][C:9]=32)=[C:4]([CH3:21])[N:3]=1.[CH3:22][C:23]1[C:27](B(O)O)=[C:26]([CH3:31])[O:25][N:24]=1.C(=O)([O-])[O-].[Na+].[Na+]. (4) Given the product [OH:1][C:2]1[C:3]([N+:15]([O-:17])=[O:16])=[C:4]2[C:8](=[CH:9][C:10]=1[OH:11])[C:7](=[O:13])[O:6][C:5]2=[O:14], predict the reactants needed to synthesize it. The reactants are: [OH:1][C:2]1[C:3]([N+:15]([O-:17])=[O:16])=[C:4]2[C:8](=[CH:9][C:10]=1[O:11]C)[C:7](=[O:13])[O:6][C:5]2=[O:14].[Cl-].[Al+3].[Cl-].[Cl-].N1C=CC=CC=1. (5) Given the product [CH3:1][N:2]1[CH2:15][CH2:14][C:5]2[N:6]([CH2:22][CH2:21][C:20]3[CH:23]=[CH:24][C:17]([CH3:16])=[CH:18][CH:19]=3)[C:7]3[CH:8]=[CH:9][C:10]([CH3:13])=[CH:11][C:12]=3[C:4]=2[CH2:3]1, predict the reactants needed to synthesize it. The reactants are: [CH3:1][N:2]1[CH2:15][CH2:14][C:5]2[NH:6][C:7]3[CH:8]=[CH:9][C:10]([CH3:13])=[CH:11][C:12]=3[C:4]=2[CH2:3]1.[CH3:16][C:17]1[CH:24]=[CH:23][C:20]([CH:21]=[CH2:22])=[CH:19][CH:18]=1.[H-].[Na+].FC(F)(F)C([O-])=O. (6) Given the product [Cl:1][C:2]1[CH:3]=[C:4]([CH:8]=[CH:9][C:10]=1[C:11]([N:13]1[CH2:17][CH2:16][CH2:15][CH2:14]1)=[O:12])[C:5]([NH:62][C@H:57]([C:55]1[NH:54][C:53]2[CH:63]=[CH:64][C:50]([Cl:49])=[CH:51][C:52]=2[N:56]=1)[CH2:58][S:59][CH2:60][CH3:61])=[O:7], predict the reactants needed to synthesize it. The reactants are: [Cl:1][C:2]1[CH:3]=[C:4]([CH:8]=[CH:9][C:10]=1[C:11]([N:13]1[CH2:17][CH2:16][CH2:15][CH2:14]1)=[O:12])[C:5]([OH:7])=O.CN(C(ON1N=NC2C=CC=CC1=2)=[N+](C)C)C.[B-](F)(F)(F)F.C(N(C(C)C)CC)(C)C.[Cl:49][C:50]1[CH:64]=[CH:63][C:53]2[NH:54][C:55]([C@@H:57]([NH2:62])[CH2:58][S:59][CH2:60][CH3:61])=[N:56][C:52]=2[CH:51]=1.ClCl. (7) Given the product [CH3:1][CH:2]1[S:13][CH2:12][C:4]2([CH:9]3[CH2:10][CH2:11][N:6]([CH2:7][CH2:8]3)[CH2:5]2)[O:3]1.[S:14]([O-:18])([O-:17])(=[O:16])=[O:15], predict the reactants needed to synthesize it. The reactants are: [CH3:1][CH:2]1[S:13][CH2:12][C:4]2([CH:9]3[CH2:10][CH2:11][N:6]([CH2:7][CH2:8]3)[CH2:5]2)[O:3]1.[S:14](=[O:18])(=[O:17])([OH:16])[OH:15]. (8) Given the product [F:1][C:2]1[CH:26]=[C:25]([F:27])[CH:24]=[CH:23][C:3]=1[CH2:4][N:5]1[C:9]2=[CH:10][N:11]=[C:12]([C:14]([N:37]([OH:38])[CH3:36])=[O:16])[CH:13]=[C:8]2[C:7]([CH2:17][O:18][CH2:19][CH2:20][O:21][CH3:22])=[CH:6]1, predict the reactants needed to synthesize it. The reactants are: [F:1][C:2]1[CH:26]=[C:25]([F:27])[CH:24]=[CH:23][C:3]=1[CH2:4][N:5]1[C:9]2=[CH:10][N:11]=[C:12]([C:14]([OH:16])=O)[CH:13]=[C:8]2[C:7]([CH2:17][O:18][CH2:19][CH2:20][O:21][CH3:22])=[CH:6]1.CN1CCOCC1.Cl.[CH3:36][NH:37][OH:38].